Binary Classification. Given a drug SMILES string, predict its activity (active/inactive) in a high-throughput screening assay against a specified biological target. From a dataset of HIV replication inhibition screening data with 41,000+ compounds from the AIDS Antiviral Screen. (1) The molecule is N#CC1(C#N)C(c2ccccc2)NC23CCCCC2C1(C#N)C(=O)N3. The result is 0 (inactive). (2) The compound is O=C1NC(N2CCCC(CO)C2)=NC1=Cc1cccs1. The result is 0 (inactive).